From a dataset of Forward reaction prediction with 1.9M reactions from USPTO patents (1976-2016). Predict the product of the given reaction. (1) The product is: [CH3:1][C:2]1[CH:7]=[C:6]([C:8]2[CH:9]=[CH:10][C:11]3[N:17]4[CH2:18][C@H:14]([CH2:15][CH2:16]4)[N:13]([C:24]([NH:39][C:35]4[N:34]=[C:33]([CH3:32])[CH:38]=[CH:37][N:36]=4)=[O:30])[C:12]=3[N:19]=2)[CH:5]=[CH:4][N:3]=1. Given the reactants [CH3:1][C:2]1[CH:7]=[C:6]([C:8]2[CH:9]=[CH:10][C:11]3[N:17]4[CH2:18][C@H:14]([CH2:15][CH2:16]4)[NH:13][C:12]=3[N:19]=2)[CH:5]=[CH:4][N:3]=1.ClC(Cl)(O[C:24](=[O:30])OC(Cl)(Cl)Cl)Cl.[CH3:32][C:33]1[CH:38]=[CH:37][N:36]=[C:35]([NH2:39])[N:34]=1.CO, predict the reaction product. (2) Given the reactants C1(P(N=[N+]=[N-])(C2C=CC=CC=2)=[O:8])C=CC=CC=1.C[C:19]1[S:20]C(C(O)=O)=[C:22](C)[N:23]=1.C([N:30]([CH2:33][CH3:34])[CH2:31][CH3:32])C.[NH2:35][C:36]1[CH:37]=[C:38]([C:43]2[S:47][C:46]([NH:48][C:49](=[O:51])[CH3:50])=[N:45][C:44]=2[CH3:52])[CH:39]=[N:40][C:41]=1[Cl:42], predict the reaction product. The product is: [Cl:42][C:41]1[N:40]=[CH:39][C:38]([C:43]2[S:47][C:46]([NH:48][C:49](=[O:51])[CH3:50])=[N:45][C:44]=2[CH3:52])=[CH:37][C:36]=1[NH:35][C:22]([NH:23][C:19]1[S:20][C:31]([CH3:32])=[N:30][C:33]=1[CH3:34])=[O:8]. (3) Given the reactants Br.C[O:3][C:4]1[CH:5]=[CH:6][C:7]2[C:8]3[N:9]([CH2:15][CH2:16][N:17]=3)[C:10]([NH2:14])=[N:11][C:12]=2[CH:13]=1.[S-2].[Na+].[Na+], predict the reaction product. The product is: [NH2:14][C:10]1[N:9]2[CH2:15][CH2:16][N:17]=[C:8]2[C:7]2[CH:6]=[CH:5][C:4]([OH:3])=[CH:13][C:12]=2[N:11]=1.